The task is: Predict the product of the given reaction.. This data is from Forward reaction prediction with 1.9M reactions from USPTO patents (1976-2016). The product is: [C:45]([CH2:44][C:42]1[CH:41]=[CH:40][C:35]([C:36]([O:38][CH3:39])=[O:37])=[C:34]([O:33][CH3:32])[CH:43]=1)([OH:47])=[O:46]. Given the reactants C(NC(C)C)(C)C.[Li]CCCC.[Li+].CC([N-]C(C)C)C.CN(P(N(C)C)(N(C)C)=O)C.[CH3:32][O:33][C:34]1[CH:43]=[C:42]([CH3:44])[CH:41]=[CH:40][C:35]=1[C:36]([O:38][CH3:39])=[O:37].[C:45](=[O:47])=[O:46], predict the reaction product.